Dataset: Full USPTO retrosynthesis dataset with 1.9M reactions from patents (1976-2016). Task: Predict the reactants needed to synthesize the given product. (1) Given the product [CH:40]12[CH2:46][CH:43]([CH2:44][CH2:45]1)[CH2:42][CH:41]2[CH2:47][NH:48][C:33](=[O:35])[C:32]1[CH:36]=[CH:37][CH:38]=[N:39][C:31]=1[SH:30], predict the reactants needed to synthesize it. The reactants are: CN(C(ON1N=NC2C=CC=CC1=2)=[N+](C)C)C.[B-](F)(F)(F)F.CN1CCOCC1.[SH:30][C:31]1[N:39]=[CH:38][CH:37]=[CH:36][C:32]=1[C:33]([OH:35])=O.[CH:40]12[CH2:46][CH:43]([CH2:44][CH2:45]1)[CH2:42][CH:41]2[CH2:47][NH2:48]. (2) Given the product [CH2:11]([CH:10]1[CH2:9][C:6]2[C:7](=[CH:8][C:3]([CH2:1][CH3:2])=[C:4]([O:16][CH3:17])[CH:5]=2)[CH:14]=[N:13]1)[CH3:12], predict the reactants needed to synthesize it. The reactants are: [CH2:1]([C:3]1[CH:8]=[CH:7][C:6]([CH2:9][CH:10]([NH:13][CH:14]=O)[CH2:11][CH3:12])=[CH:5][C:4]=1[O:16][CH3:17])[CH3:2].O=P(Cl)(Cl)Cl. (3) Given the product [C:1]([Si:5]([CH3:16])([CH3:15])[O:6][CH:7]1[CH2:8][CH2:9][CH:10]([CH2:13][O:14][C:18]2[CH:19]=[C:20]([CH:26]=[CH:27][CH:28]=2)[C:21]([OH:23])=[O:22])[CH2:11][CH2:12]1)([CH3:4])([CH3:3])[CH3:2], predict the reactants needed to synthesize it. The reactants are: [C:1]([Si:5]([CH3:16])([CH3:15])[O:6][CH:7]1[CH2:12][CH2:11][CH:10]([CH2:13][OH:14])[CH2:9][CH2:8]1)([CH3:4])([CH3:3])[CH3:2].O[C:18]1[CH:19]=[C:20]([CH:26]=[CH:27][CH:28]=1)[C:21]([O:23]CC)=[O:22].